Predict the reaction yield, written as a fraction of the theoretical maximum amount of product (1.0 means a 100% yield; for example, 0.34 means a 34% yield). From a dataset of Reaction yield outcomes from USPTO patents with 853,638 reactions. The reactants are C(OC([NH:8][CH2:9][CH2:10][CH2:11][C:12]1[NH:16][C:15]([C:17]2[C:21]([NH:22][C:23](=[O:32])[C:24]3[C:29]([F:30])=[CH:28][CH:27]=[CH:26][C:25]=3[F:31])=[CH:20][N:19](C3CCCCO3)[N:18]=2)=[N:14][C:13]=1C(O)=O)=O)(C)(C)C.C1(OC)C=CC=CC=1.C1(C)C=CC=CC=1.[C:57]([OH:63])(C(F)(F)F)=[O:58]. No catalyst specified. The product is [NH2:8][CH2:9][CH2:10][CH2:11][C:12]1[NH:16][C:15]([C:17]2[C:21]([NH:22][C:23](=[O:32])[C:24]3[C:29]([F:30])=[CH:28][CH:27]=[CH:26][C:25]=3[F:31])=[CH:20][NH:19][N:18]=2)([C:57]([OH:63])=[O:58])[NH:14][CH:13]=1. The yield is 0.990.